Dataset: Forward reaction prediction with 1.9M reactions from USPTO patents (1976-2016). Task: Predict the product of the given reaction. (1) Given the reactants Cl[C:2]1[CH:7]=[C:6]([C:8]([O:10][CH:11]([CH3:13])[CH3:12])=[O:9])[CH:5]=[C:4]([CH3:14])[N:3]=1.[H][H].O.C([O-])([O-])=O.[Na+].[Na+], predict the reaction product. The product is: [CH3:14][C:4]1[CH:5]=[C:6]([C:8]([O:10][CH:11]([CH3:13])[CH3:12])=[O:9])[CH:7]=[CH:2][N:3]=1. (2) Given the reactants [C:1]1([C:7](=O)[CH2:8][CH:9]([C:12]#[N:13])[C:10]#[N:11])[CH:6]=[CH:5][CH:4]=[CH:3][CH:2]=1.C(N(CC)CC)C.[NH2:22][C:23]1[CH:28]=[CH:27][CH:26]=[CH:25][C:24]=1[SH:29], predict the reaction product. The product is: [NH2:22][C:23]1[CH:28]=[CH:27][CH:26]=[CH:25][C:24]=1[S:29][C:10]1[NH:11][C:7]([C:1]2[CH:6]=[CH:5][CH:4]=[CH:3][CH:2]=2)=[CH:8][C:9]=1[C:12]#[N:13]. (3) Given the reactants [F:1][C:2]1[C:13]([F:14])=[C:12]([F:15])[CH:11]=[CH:10][C:3]=1[NH:4][CH:5]([CH3:9])[C:6]([OH:8])=[O:7].[C:16]1([C@H:22]([NH2:24])[CH3:23])[CH:21]=[CH:20][CH:19]=[CH:18][CH:17]=1, predict the reaction product. The product is: [C:16]1([C@H:22]([NH2:24])[CH3:23])[CH:21]=[CH:20][CH:19]=[CH:18][CH:17]=1.[F:1][C:2]1[C:13]([F:14])=[C:12]([F:15])[CH:11]=[CH:10][C:3]=1[NH:4][C@@H:5]([CH3:9])[C:6]([OH:8])=[O:7]. (4) Given the reactants [Cl:1][C:2]1[CH:7]=[CH:6][CH:5]=[CH:4][C:3]=1[N:8]1[C:12]([C:13]2[O:14][C:15]([C:18]3[CH:23]=[CH:22][CH:21]=[C:20]([S:24]([CH3:27])(=[O:26])=[O:25])[CH:19]=3)=[N:16][N:17]=2)=[CH:11][C:10]([C:28]([O:30]C)=[O:29])=[N:9]1.[OH-].[Li+], predict the reaction product. The product is: [Cl:1][C:2]1[CH:7]=[CH:6][CH:5]=[CH:4][C:3]=1[N:8]1[C:12]([C:13]2[O:14][C:15]([C:18]3[CH:23]=[CH:22][CH:21]=[C:20]([S:24]([CH3:27])(=[O:26])=[O:25])[CH:19]=3)=[N:16][N:17]=2)=[CH:11][C:10]([C:28]([OH:30])=[O:29])=[N:9]1.